From a dataset of Full USPTO retrosynthesis dataset with 1.9M reactions from patents (1976-2016). Predict the reactants needed to synthesize the given product. (1) Given the product [CH:19]1([CH2:18][N:15]2[C:14]3[CH:22]=[CH:23][C:11]([C:8]4[CH:7]=[CH:6][C:5]([CH2:4][NH2:1])=[CH:10][CH:9]=4)=[C:12]([C:24]([F:27])([F:26])[F:25])[C:13]=3[N:17]=[N:16]2)[CH2:21][CH2:20]1, predict the reactants needed to synthesize it. The reactants are: [N:1]([CH2:4][C:5]1[CH:10]=[CH:9][C:8]([C:11]2[CH:23]=[CH:22][C:14]3[N:15]([CH2:18][CH:19]4[CH2:21][CH2:20]4)[N:16]=[N:17][C:13]=3[C:12]=2[C:24]([F:27])([F:26])[F:25])=[CH:7][CH:6]=1)=[N+]=[N-].C1(P(C2C=CC=CC=2)C2C=CC=CC=2)C=CC=CC=1.C(=O)(O)[O-].[Na+].O. (2) Given the product [CH3:24][CH:23]([CH3:25])[C:22](=[O:26])[CH2:13][C:14]1[CH:19]=[CH:18][N:17]=[C:16]([S:20][CH3:21])[N:15]=1, predict the reactants needed to synthesize it. The reactants are: C(NC(C)C)(C)C.C([Li])CCC.[CH3:13][C:14]1[CH:19]=[CH:18][N:17]=[C:16]([S:20][CH3:21])[N:15]=1.[C:22](OC)(=[O:26])[CH:23]([CH3:25])[CH3:24]. (3) The reactants are: [CH:1]1([NH:4][C:5]2[C:10]3=[N:11][CH:12]=[C:13]([C:14]#[N:15])[N:9]3[N:8]=[C:7]([S:16][CH3:17])[N:6]=2)[CH2:3][CH2:2]1.[CH3:18][C:19]([O:22][C:23](O[C:23]([O:22][C:19]([CH3:21])([CH3:20])[CH3:18])=[O:24])=[O:24])([CH3:21])[CH3:20].[Li+].C[Si]([N-][Si](C)(C)C)(C)C. Given the product [C:19]([O:22][C:23](=[O:24])[N:4]([C:5]1[C:10]2=[N:11][CH:12]=[C:13]([C:14]#[N:15])[N:9]2[N:8]=[C:7]([S:16][CH3:17])[N:6]=1)[CH:1]1[CH2:2][CH2:3]1)([CH3:21])([CH3:20])[CH3:18], predict the reactants needed to synthesize it. (4) Given the product [CH2:14]([O:13][C:10]1[CH:11]=[CH:12][C:7]([C:6]([NH:5][CH2:4][CH2:3][NH:2][C:35](=[O:36])[C:25]2[CH:24]=[C:23]([C:17]3[CH:22]=[CH:21][CH:20]=[CH:19][CH:18]=3)[CH:28]=[C:27]([C:29]3[CH:30]=[CH:31][CH:32]=[CH:33][CH:34]=3)[N:26]=2)=[O:16])=[CH:8][CH:9]=1)[CH3:15], predict the reactants needed to synthesize it. The reactants are: Cl.[NH2:2][CH2:3][CH2:4][NH:5][C:6](=[O:16])[C:7]1[CH:12]=[CH:11][C:10]([O:13][CH2:14][CH3:15])=[CH:9][CH:8]=1.[C:17]1([C:23]2[CH:28]=[C:27]([C:29]3[CH:34]=[CH:33][CH:32]=[CH:31][CH:30]=3)[N:26]=[C:25]([C:35](O)=[O:36])[CH:24]=2)[CH:22]=[CH:21][CH:20]=[CH:19][CH:18]=1.C(N(CC)CC)C.CCN=C=NCCCN(C)C.Cl.C1C=CC2N(O)N=NC=2C=1.O. (5) Given the product [CH2:1]([O:3][C:4](=[O:27])[C:5]([N:7]([CH2:19][C:20]1[CH:21]=[CH:22][C:23]([NH:26][CH2:28][CH:29]([OH:40])[CH2:30][CH2:31][CH2:32][CH2:33][CH2:34][CH2:35][CH2:36][CH2:37][CH2:38][CH3:39])=[CH:24][CH:25]=1)[CH2:8][C:9]1[CH:10]=[CH:11][C:12]([C:15]([F:16])([F:17])[F:18])=[CH:13][CH:14]=1)=[O:6])[CH3:2], predict the reactants needed to synthesize it. The reactants are: [CH2:1]([O:3][C:4](=[O:27])[C:5]([N:7]([CH2:19][C:20]1[CH:25]=[CH:24][C:23]([NH2:26])=[CH:22][CH:21]=1)[CH2:8][C:9]1[CH:14]=[CH:13][C:12]([C:15]([F:18])([F:17])[F:16])=[CH:11][CH:10]=1)=[O:6])[CH3:2].[CH2:28]1[O:40][CH:29]1[CH2:30][CH2:31][CH2:32][CH2:33][CH2:34][CH2:35][CH2:36][CH2:37][CH2:38][CH3:39].Cl([O-])(=O)(=O)=O.[Mg+2].Cl([O-])(=O)(=O)=O.O.